This data is from Full USPTO retrosynthesis dataset with 1.9M reactions from patents (1976-2016). The task is: Predict the reactants needed to synthesize the given product. (1) Given the product [CH:28]([C:31]1[O:1][N:2]=[C:3]([C:4]2[CH:5]=[C:6]([N:10]3[CH2:19][C@H:18]4[N:14]([CH2:15][CH2:16][CH2:17]4)[C:13]4[N:20]=[C:21]([S:24][CH3:25])[N:22]=[CH:23][C:12]=4[C:11]3=[O:26])[CH:7]=[CH:8][CH:9]=2)[N:27]=1)([CH3:30])[CH3:29], predict the reactants needed to synthesize it. The reactants are: [OH:1][N:2]=[C:3]([NH2:27])[C:4]1[CH:9]=[CH:8][CH:7]=[C:6]([N:10]2[CH2:19][C@H:18]3[N:14]([CH2:15][CH2:16][CH2:17]3)[C:13]3[N:20]=[C:21]([S:24][CH3:25])[N:22]=[CH:23][C:12]=3[C:11]2=[O:26])[CH:5]=1.[CH:28]([C:31](Cl)=O)([CH3:30])[CH3:29]. (2) Given the product [F:3][C:4]1[CH:19]=[CH:18][C:7]2[C:8]([C:11]3[CH:16]=[CH:15][CH:14]=[C:13]([O:17][CH2:31][C@@H:32]4[CH2:33][O:34]4)[CH:12]=3)=[N:9][O:10][C:6]=2[CH:5]=1, predict the reactants needed to synthesize it. The reactants are: [H-].[Na+].[F:3][C:4]1[CH:19]=[CH:18][C:7]2[C:8]([C:11]3[CH:12]=[C:13]([OH:17])[CH:14]=[CH:15][CH:16]=3)=[N:9][O:10][C:6]=2[CH:5]=1.CC1C=CC(S(O[CH2:31][C@H:32]2[O:34][CH2:33]2)(=O)=O)=CC=1. (3) The reactants are: C(Cl)[C:2]1[CH:7]=CC=CC=1.[OH:9][C:10]1[CH:11]=[C:12]2[C:17](=[CH:18][C:19]=1[O:20][CH3:21])[N:16]=[CH:15][NH:14][C:13]2=[O:22].C(=O)([O-])[O-:24].[K+].[K+]. Given the product [C:7]([O:9][C:10]1[CH:11]=[C:12]2[C:17](=[CH:18][C:19]=1[O:20][CH3:21])[N:16]=[CH:15][NH:14][C:13]2=[O:22])(=[O:24])[CH3:2], predict the reactants needed to synthesize it. (4) Given the product [Br:1][C:2]1[CH:3]=[C:4]([CH:7]=[CH:8][C:9]=1[F:10])[CH2:5][NH:6][C:17]([C:15]1[N:14]=[CH:13][N:12]([CH3:11])[CH:16]=1)=[O:18], predict the reactants needed to synthesize it. The reactants are: [Br:1][C:2]1[CH:3]=[C:4]([CH:7]=[CH:8][C:9]=1[F:10])[CH2:5][NH2:6].[CH3:11][N:12]1[CH:16]=[C:15]([C:17](O)=[O:18])[N:14]=[CH:13]1.CN(C(ON1N=NC2C=CC=NC1=2)=[N+](C)C)C.F[P-](F)(F)(F)(F)F.C(N(C(C)C)CC)(C)C. (5) Given the product [F:1][C:2]1[CH:7]=[CH:6][CH:5]=[CH:4][C:3]=1[N:8]1[C:12]([C:13]2[CH:14]=[CH:15][N:16]=[CH:17][CH:18]=2)=[C:11]([C:19]2[O:23][N:22]=[C:21]([C:24]3[CH:25]=[CH:26][C:27]([CH2:28][NH:32][C@@H:33]4[CH2:37][CH2:36][C@H:35]([C:38]([OH:40])=[O:39])[CH2:34]4)=[CH:30][CH:31]=3)[N:20]=2)[N:10]=[N:9]1, predict the reactants needed to synthesize it. The reactants are: [F:1][C:2]1[CH:7]=[CH:6][CH:5]=[CH:4][C:3]=1[N:8]1[C:12]([C:13]2[CH:18]=[CH:17][N:16]=[CH:15][CH:14]=2)=[C:11]([C:19]2[O:23][N:22]=[C:21]([C:24]3[CH:31]=[CH:30][C:27]([CH:28]=O)=[CH:26][CH:25]=3)[N:20]=2)[N:10]=[N:9]1.[NH2:32][C@H:33]1[CH2:37][CH2:36][C@@H:35]([C:38]([OH:40])=[O:39])[CH2:34]1. (6) Given the product [N:56]1([CH:53]2[CH2:52][CH2:51][N:50]([S:47]([NH:46][C:44]3[CH:43]=[C:42]([O:62][CH3:63])[N:41]=[C:40]([S:39][CH2:38][C:37]4[CH:64]=[CH:65][CH:66]=[C:67]([F:68])[C:36]=4[F:35])[N:45]=3)(=[O:48])=[O:49])[CH2:55][CH2:54]2)[CH2:61][CH2:60][CH2:57]1, predict the reactants needed to synthesize it. The reactants are: Cl.N1CCC1.FC1C(F)=CC=CC=1CSC1N=C(NS(N2CCC(=O)CC2)(=O)=O)C=C(OC)N=1.[F:35][C:36]1[C:67]([F:68])=[CH:66][CH:65]=[CH:64][C:37]=1[CH2:38][S:39][C:40]1[N:45]=[C:44]([NH:46][S:47]([N:50]2[CH2:55][CH2:54][CH:53]([N:56]3[CH2:61][CH2:60]OC[CH2:57]3)[CH2:52][CH2:51]2)(=[O:49])=[O:48])[CH:43]=[C:42]([O:62][CH3:63])[N:41]=1.C(O[BH-](OC(=O)C)OC(=O)C)(=O)C.[Na+].[OH-].[Na+].Cl.